Dataset: Full USPTO retrosynthesis dataset with 1.9M reactions from patents (1976-2016). Task: Predict the reactants needed to synthesize the given product. (1) Given the product [Cl:1][C:2]1[CH:31]=[CH:30][C:5]([CH2:6][NH:7][C:8]([C:10]2[C:19](=[O:20])[C:18]3[C:13](=[C:14]([C:34]#[C:33][CH2:32][N:35]4[CH2:36][CH2:37][S:38](=[O:42])(=[O:41])[CH2:39][CH2:40]4)[CH:15]=[C:16]([CH2:21][N:22]4[CH2:27][CH2:26][O:25][CH2:24][CH2:23]4)[CH:17]=3)[N:12]([CH3:29])[CH:11]=2)=[O:9])=[CH:4][CH:3]=1, predict the reactants needed to synthesize it. The reactants are: [Cl:1][C:2]1[CH:31]=[CH:30][C:5]([CH2:6][NH:7][C:8]([C:10]2[C:19](=[O:20])[C:18]3[C:13](=[C:14](I)[CH:15]=[C:16]([CH2:21][N:22]4[CH2:27][CH2:26][O:25][CH2:24][CH2:23]4)[CH:17]=3)[N:12]([CH3:29])[CH:11]=2)=[O:9])=[CH:4][CH:3]=1.[CH2:32]([N:35]1[CH2:40][CH2:39][S:38](=[O:42])(=[O:41])[CH2:37][CH2:36]1)[C:33]#[CH:34].CN(C=O)C. (2) Given the product [F:69][C:66]1[CH:67]=[CH:68][C:63]([N:48]2[C:49](=[O:62])[C@H:50]([CH2:51][CH2:52][C@@H:53]([C:55]3[CH:56]=[CH:57][C:58]([F:61])=[CH:59][CH:60]=3)[OH:54])[C@H:47]2[C:44]2[CH:43]=[CH:42][C:41]([C:37]3[CH:38]=[CH:39][CH:40]=[C:35]([O:34][CH2:33][C@H:14]4[O:13][C@H:10]([O:11][CH3:12])[C@H:9]([OH:8])[C@@H:16]([OH:17])[C@@H:15]4[OH:25])[CH:36]=3)=[CH:46][CH:45]=2)=[CH:64][CH:65]=1, predict the reactants needed to synthesize it. The reactants are: C([O:8][C@@H:9]1[C@@H:16]([O:17]CC2C=CC=CC=2)[C@H:15]([O:25]CC2C=CC=CC=2)[C@@H:14]([CH2:33][O:34][C:35]2[CH:36]=[C:37]([C:41]3[CH:46]=[CH:45][C:44]([C@@H:47]4[C@@H:50]([CH2:51][CH2:52][C@@H:53]([C:55]5[CH:60]=[CH:59][C:58]([F:61])=[CH:57][CH:56]=5)[OH:54])[C:49](=[O:62])[N:48]4[C:63]4[CH:68]=[CH:67][C:66]([F:69])=[CH:65][CH:64]=4)=[CH:43][CH:42]=3)[CH:38]=[CH:39][CH:40]=2)[O:13][C@@H:10]1[O:11][CH3:12])C1C=CC=CC=1. (3) The reactants are: Br[C:2]1[CH:3]=[C:4]([NH:8][CH2:9][C:10]2[CH:15]=[CH:14][CH:13]=[C:12]([F:16])[CH:11]=2)[CH:5]=[N:6][CH:7]=1.[Cl:17][C:18]1[C:19](B(O)O)=[CH:20][C:21]([F:24])=[N:22][CH:23]=1.C(Cl)Cl.C(=O)([O-])[O-].[Na+].[Na+]. Given the product [Cl:17][C:18]1[C:19]([C:2]2[CH:7]=[N:6][CH:5]=[C:4]([NH:8][CH2:9][C:10]3[CH:15]=[CH:14][CH:13]=[C:12]([F:16])[CH:11]=3)[CH:3]=2)=[CH:20][C:21]([F:24])=[N:22][CH:23]=1, predict the reactants needed to synthesize it.